Dataset: Reaction yield outcomes from USPTO patents with 853,638 reactions. Task: Predict the reaction yield, written as a fraction of the theoretical maximum amount of product (1.0 means a 100% yield; for example, 0.34 means a 34% yield). (1) The reactants are [C:1]1([C:18]2[CH:23]=[CH:22][CH:21]=[CH:20][CH:19]=2)[CH:6]=[CH:5][CH:4]=[CH:3][C:2]=1[CH2:7][N:8]1[C:12]([CH3:13])=[C:11]([C:14]([O:16]C)=[O:15])[N:10]=[N:9]1.[OH-].[Na+]. The catalyst is CO. The product is [C:1]1([C:18]2[CH:23]=[CH:22][CH:21]=[CH:20][CH:19]=2)[CH:6]=[CH:5][CH:4]=[CH:3][C:2]=1[CH2:7][N:8]1[C:12]([CH3:13])=[C:11]([C:14]([OH:16])=[O:15])[N:10]=[N:9]1. The yield is 0.770. (2) The reactants are [NH2:1][CH2:2][CH2:3][CH:4]([OH:9])[C:5]([F:8])([F:7])[F:6].[F:10][C:11]([F:24])([O:15][C:16]1[CH:17]=[C:18]([CH:21]=[CH:22][CH:23]=1)[CH:19]=O)[CH:12]([F:14])[F:13].C(O)(=O)C.[BH-](OC(C)=O)(OC(C)=O)OC(C)=O.[Na+]. The catalyst is ClC(Cl)C. The product is [F:10][C:11]([F:24])([O:15][C:16]1[CH:17]=[C:18]([CH2:19][NH:1][CH2:2][CH2:3][CH:4]([OH:9])[C:5]([F:8])([F:7])[F:6])[CH:21]=[CH:22][CH:23]=1)[CH:12]([F:13])[F:14]. The yield is 0.370. (3) The reactants are [CH3:1][O:2][C:3]1[CH:43]=[CH:42][C:6]([CH2:7][NH:8][C:9]2[O:10][C:11]([C:14]3[CH:15]=[C:16]4[C:20](=[CH:21][CH:22]=3)[N:19]([S:23]([C:26]3[CH:32]=[CH:31][C:29]([CH3:30])=[CH:28][CH:27]=3)(=[O:25])=[O:24])[CH:18]=[C:17]4B3OC(C)(C)C(C)(C)O3)=[N:12][N:13]=2)=[CH:5][CH:4]=1.Br[C:45]1[CH:50]=[CH:49][C:48]([S:51]([CH3:54])(=[O:53])=[O:52])=[CH:47][N:46]=1.CC(C1C=C(C(C)C)C(C2C=CC=CC=2P(C2CCCCC2)C2CCCCC2)=C(C(C)C)C=1)C.P([O-])([O-])([O-])=O.[K+].[K+].[K+]. The catalyst is C1C=CC(/C=C/C(/C=C/C2C=CC=CC=2)=O)=CC=1.C1C=CC(/C=C/C(/C=C/C2C=CC=CC=2)=O)=CC=1.C1C=CC(/C=C/C(/C=C/C2C=CC=CC=2)=O)=CC=1.[Pd].[Pd]. The product is [CH3:1][O:2][C:3]1[CH:43]=[CH:42][C:6]([CH2:7][NH:8][C:9]2[O:10][C:11]([C:14]3[CH:15]=[C:16]4[C:20](=[CH:21][CH:22]=3)[N:19]([S:23]([C:26]3[CH:32]=[CH:31][C:29]([CH3:30])=[CH:28][CH:27]=3)(=[O:25])=[O:24])[CH:18]=[C:17]4[C:45]3[CH:50]=[CH:49][C:48]([S:51]([CH3:54])(=[O:53])=[O:52])=[CH:47][N:46]=3)=[N:12][N:13]=2)=[CH:5][CH:4]=1. The yield is 0.539.